From a dataset of Catalyst prediction with 721,799 reactions and 888 catalyst types from USPTO. Predict which catalyst facilitates the given reaction. (1) Reactant: [H-].[Na+].[Si:3]([O:10][CH2:11][C@@H:12]([O:14][CH2:15][C@H:16]([OH:21])[C:17]([O:19][CH3:20])=[O:18])[CH3:13])([C:6]([CH3:9])([CH3:8])[CH3:7])([CH3:5])[CH3:4].Cl[C:23]1[N:28]=[CH:27][N:26]=[C:25]2[N:29]([C:32]3[C:37]([Cl:38])=[CH:36][CH:35]=[CH:34][N:33]=3)[N:30]=[CH:31][C:24]=12.C(O)(=O)CC(CC(O)=O)(C(O)=O)O. Product: [Si:3]([O:10][CH2:11][C@@H:12]([O:14][CH2:15][C@H:16]([O:21][C:23]1[N:28]=[CH:27][N:26]=[C:25]2[N:29]([C:32]3[C:37]([Cl:38])=[CH:36][CH:35]=[CH:34][N:33]=3)[N:30]=[CH:31][C:24]=12)[C:17]([O:19][CH3:20])=[O:18])[CH3:13])([C:6]([CH3:9])([CH3:8])[CH3:7])([CH3:5])[CH3:4]. The catalyst class is: 1. (2) Reactant: O.[NH2:2][NH2:3].[F:4][C:5]1[C:10]([F:11])=[CH:9][CH:8]=[CH:7][C:6]=1[C@H:12]1[CH2:18][NH:17][C:16](=S)[C@H:15]([NH:20][C:21]([N:23]2[CH2:28][CH2:27][CH:26]([N:29]3[C:37]4[C:32](=[N:33][CH:34]=[CH:35][CH:36]=4)[NH:31][C:30]3=[O:38])[CH2:25][CH2:24]2)=[O:22])[CH2:14][CH2:13]1. Product: [F:4][C:5]1[C:10]([F:11])=[CH:9][CH:8]=[CH:7][C:6]=1[C@H:12]1[CH2:18][NH:17][C:16](=[N:2][NH2:3])[C@H:15]([NH:20][C:21]([N:23]2[CH2:28][CH2:27][CH:26]([N:29]3[C:37]4[C:32](=[N:33][CH:34]=[CH:35][CH:36]=4)[NH:31][C:30]3=[O:38])[CH2:25][CH2:24]2)=[O:22])[CH2:14][CH2:13]1. The catalyst class is: 5. (3) The catalyst class is: 3. Reactant: [CH3:1][S:2]([C:5]1[CH:10]=[CH:9][C:8]([NH:11][C:12]2[C:17]([N+:18]([O-:20])=[O:19])=[C:16]([O:21][CH:22]3[CH2:27][CH2:26][NH:25][CH2:24][CH2:23]3)[N:15]=[CH:14][N:13]=2)=[CH:7][CH:6]=1)(=[O:4])=[O:3].C(N(CC)CC)C.[CH3:35][C:36]1[S:37][C:38]([S:42](Cl)(=[O:44])=[O:43])=[C:39]([CH3:41])[N:40]=1. Product: [CH3:35][C:36]1[S:37][C:38]([S:42]([N:25]2[CH2:26][CH2:27][CH:22]([O:21][C:16]3[N:15]=[CH:14][N:13]=[C:12]([NH:11][C:8]4[CH:9]=[CH:10][C:5]([S:2]([CH3:1])(=[O:4])=[O:3])=[CH:6][CH:7]=4)[C:17]=3[N+:18]([O-:20])=[O:19])[CH2:23][CH2:24]2)(=[O:44])=[O:43])=[C:39]([CH3:41])[N:40]=1. (4) The catalyst class is: 16. Reactant: [I-].[CH3:2][S+](C)(C)=O.[H-].[Na+].[C:9]([O:13][C:14](=[O:44])[CH:15]=[CH:16][C:17]1[CH:22]=[CH:21][C:20]([O:23][C:24]([F:27])([F:26])[F:25])=[C:19]([C:28]2[CH:37]=[C:36]3[C:31]([C:32]([CH3:42])([CH3:41])[CH2:33][C:34](=[O:40])[N:35]3[CH2:38][CH3:39])=[CH:30][C:29]=2[CH3:43])[CH:18]=1)([CH3:12])([CH3:11])[CH3:10]. Product: [C:9]([O:13][C:14]([CH:15]1[CH2:2][CH:16]1[C:17]1[CH:22]=[CH:21][C:20]([O:23][C:24]([F:27])([F:25])[F:26])=[C:19]([C:28]2[CH:37]=[C:36]3[C:31]([C:32]([CH3:42])([CH3:41])[CH2:33][C:34](=[O:40])[N:35]3[CH2:38][CH3:39])=[CH:30][C:29]=2[CH3:43])[CH:18]=1)=[O:44])([CH3:11])([CH3:10])[CH3:12]. (5) Reactant: C([O:3][P:4]([CH2:9][CH2:10][CH2:11][O:12][CH2:13][C@H:14]([CH3:53])[NH:15][C:16](=[O:52])[C@@H:17]([NH2:51])[CH2:18][S:19][CH2:20][C@H:21]([O:37][C:38](=[O:50])[CH2:39][CH2:40][CH2:41][CH2:42][CH2:43][CH2:44][CH2:45][CH2:46][CH2:47][CH2:48][CH3:49])[CH2:22][O:23][C:24](=[O:36])[CH2:25][CH2:26][CH2:27][CH2:28][CH2:29][CH2:30][CH2:31][CH2:32][CH2:33][CH2:34][CH3:35])(=[O:8])[O:5]CC)C.C[Si](Br)(C)C. Product: [NH2:51][C@@H:17]([CH2:18][S:19][CH2:20][C@H:21]([O:37][C:38](=[O:50])[CH2:39][CH2:40][CH2:41][CH2:42][CH2:43][CH2:44][CH2:45][CH2:46][CH2:47][CH2:48][CH3:49])[CH2:22][O:23][C:24](=[O:36])[CH2:25][CH2:26][CH2:27][CH2:28][CH2:29][CH2:30][CH2:31][CH2:32][CH2:33][CH2:34][CH3:35])[C:16](=[O:52])[NH:15][C@@H:14]([CH3:53])[CH2:13][O:12][CH2:11][CH2:10][CH2:9][P:4](=[O:3])([OH:8])[OH:5]. The catalyst class is: 2. (6) Reactant: [NH2:1][C:2]1[C:3]([O:16][CH3:17])=[CH:4][C:5]2[CH2:11][N:10]([CH2:12][CH3:13])[CH2:9][C:8](=[O:14])[NH:7][C:6]=2[CH:15]=1.Cl[C:19]1[N:24]=[C:23]([NH:25][C:26]2[CH:31]=[CH:30][CH:29]=[CH:28][C:27]=2[S:32]([N:35]([CH3:37])[CH3:36])(=[O:34])=[O:33])[C:22]([Cl:38])=[CH:21][N:20]=1. Product: [Cl:38][C:22]1[C:23]([NH:25][C:26]2[CH:31]=[CH:30][CH:29]=[CH:28][C:27]=2[S:32]([N:35]([CH3:37])[CH3:36])(=[O:34])=[O:33])=[N:24][C:19]([NH:1][C:2]2[C:3]([O:16][CH3:17])=[CH:4][C:5]3[CH2:11][N:10]([CH2:12][CH3:13])[CH2:9][C:8](=[O:14])[NH:7][C:6]=3[CH:15]=2)=[N:20][CH:21]=1. The catalyst class is: 100.